This data is from Peptide-MHC class I binding affinity with 185,985 pairs from IEDB/IMGT. The task is: Regression. Given a peptide amino acid sequence and an MHC pseudo amino acid sequence, predict their binding affinity value. This is MHC class I binding data. (1) The peptide sequence is MELKYSWKTW. The MHC is HLA-B44:02 with pseudo-sequence HLA-B44:02. The binding affinity (normalized) is 0.797. (2) The peptide sequence is RQMKSGGRF. The MHC is HLA-A26:01 with pseudo-sequence HLA-A26:01. The binding affinity (normalized) is 0.0847. (3) The peptide sequence is KTDAATLAQ. The MHC is HLA-A24:02 with pseudo-sequence HLA-A24:02. The binding affinity (normalized) is 0.0599. (4) The peptide sequence is KLDFIRNTK. The MHC is HLA-A31:01 with pseudo-sequence HLA-A31:01. The binding affinity (normalized) is 0.290. (5) The peptide sequence is SMFAFSLSV. The MHC is HLA-B38:01 with pseudo-sequence HLA-B38:01. The binding affinity (normalized) is 0.103. (6) The peptide sequence is SGPSNTYPEI. The MHC is HLA-B35:01 with pseudo-sequence HLA-B35:01. The binding affinity (normalized) is 0. (7) The peptide sequence is GRTFGKLPY. The MHC is HLA-B57:01 with pseudo-sequence HLA-B57:01. The binding affinity (normalized) is 0.0847. (8) The peptide sequence is VYRIKQQGIL. The MHC is HLA-B08:01 with pseudo-sequence HLA-B08:01. The binding affinity (normalized) is 0.185. (9) The peptide sequence is DMDFDLNIFM. The MHC is HLA-A68:02 with pseudo-sequence HLA-A68:02. The binding affinity (normalized) is 0.178.